From a dataset of Forward reaction prediction with 1.9M reactions from USPTO patents (1976-2016). Predict the product of the given reaction. (1) Given the reactants [Br:1][C:2]1[C:11]([O:12][CH3:13])=[CH:10][CH:9]=[C:8]2[C:3]=1[CH:4]=[CH:5][C:6]([CH3:14])=[N:7]2.[Se](=O)=[O:16], predict the reaction product. The product is: [Br:1][C:2]1[C:11]([O:12][CH3:13])=[CH:10][CH:9]=[C:8]2[C:3]=1[CH:4]=[CH:5][C:6]([CH:14]=[O:16])=[N:7]2. (2) The product is: [Cl:23][C:17]1[CH:18]=[CH:19][CH:20]=[C:21]2[C:16]=1[C:15](=[O:24])[N:14]([C:25]1[CH:30]=[CH:29][CH:28]=[CH:27][CH:26]=1)[C:13]([C@@H:11]([NH:10][C:8]([C:3]1[C:2]([NH:37][CH3:34])=[N:7][CH:6]=[CH:5][N:4]=1)=[O:9])[CH3:12])=[CH:22]2. Given the reactants Br[C:2]1[C:3]([C:8]([NH:10][C@H:11]([C:13]2[N:14]([C:25]3[CH:30]=[CH:29][CH:28]=[CH:27][CH:26]=3)[C:15](=[O:24])[C:16]3[C:21]([CH:22]=2)=[CH:20][CH:19]=[CH:18][C:17]=3[Cl:23])[CH3:12])=[O:9])=[N:4][CH:5]=[CH:6][N:7]=1.Cl.CN.[CH:34]([N:37](CC)C(C)C)(C)C, predict the reaction product. (3) Given the reactants [OH:1][C:2]1[C:7]([C:8]([OH:10])=[O:9])=[CH:6][N:5]=[C:4]([CH3:11])[CH:3]=1.[Cl:12]N1C(=O)CCC1=O, predict the reaction product. The product is: [Cl:12][C:3]1[C:4]([CH3:11])=[N:5][CH:6]=[C:7]([C:2]=1[OH:1])[C:8]([OH:10])=[O:9].